Dataset: Forward reaction prediction with 1.9M reactions from USPTO patents (1976-2016). Task: Predict the product of the given reaction. (1) The product is: [CH2:1]([NH:6][C:7](=[O:8])[N:10]([C:11]1[CH:12]=[C:13]([C:17]2[CH:22]=[CH:21][C:20](/[CH:23]=[C:24](\[CH2:30][CH3:31])/[C:25]([O:27][CH2:28][CH3:29])=[O:26])=[CH:19][CH:18]=2)[CH:14]=[CH:15][CH:16]=1)[CH3:9])[CH2:2][CH2:3][CH2:4][CH3:5]. Given the reactants [CH2:1]([N:6]=[C:7]=[O:8])[CH2:2][CH2:3][CH2:4][CH3:5].[CH3:9][NH:10][C:11]1[CH:12]=[C:13]([C:17]2[CH:22]=[CH:21][C:20](/[CH:23]=[C:24](\[CH2:30][CH3:31])/[C:25]([O:27][CH2:28][CH3:29])=[O:26])=[CH:19][CH:18]=2)[CH:14]=[CH:15][CH:16]=1, predict the reaction product. (2) Given the reactants [CH3:1][C:2]1[N:3]([C:7]2[CH:12]=[CH:11][C:10]([NH:13][C:14]3[N:15]=[C:16](OS(C(F)(F)F)(=O)=O)[C:17]4[CH2:23][N:22]([C:24]([O:26][C:27]([CH3:30])([CH3:29])[CH3:28])=[O:25])[CH2:21][CH2:20][C:18]=4[N:19]=3)=[CH:9][CH:8]=2)[CH:4]=[CH:5][N:6]=1.[O:39]1[CH2:43][CH2:42][CH2:41][C@H:40]1[CH2:44][NH2:45], predict the reaction product. The product is: [CH3:1][C:2]1[N:3]([C:7]2[CH:8]=[CH:9][C:10]([NH:13][C:14]3[N:15]=[C:16]([NH:45][CH2:44][C@@H:40]4[CH2:41][CH2:42][CH2:43][O:39]4)[C:17]4[CH2:23][N:22]([C:24]([O:26][C:27]([CH3:28])([CH3:30])[CH3:29])=[O:25])[CH2:21][CH2:20][C:18]=4[N:19]=3)=[CH:11][CH:12]=2)[CH:4]=[CH:5][N:6]=1. (3) Given the reactants [Cl:1][C:2]1[CH:14]=[N:13][C:5]2[NH:6][C:7]3[CH2:12][CH2:11][NH:10][CH2:9][C:8]=3[C:4]=2[CH:3]=1.Cl.[CH2:16]([N:18]([CH2:22][CH3:23])[CH2:19][CH2:20]Cl)[CH3:17].C([O-])([O-])=O.[K+].[K+].[Na+].[I-].Cl.CCOCC, predict the reaction product. The product is: [ClH:1].[Cl:1][C:2]1[CH:14]=[N:13][C:5]2[NH:6][C:7]3[CH2:12][CH2:11][N:10]([CH2:17][CH2:16][N:18]([CH2:22][CH3:23])[CH2:19][CH3:20])[CH2:9][C:8]=3[C:4]=2[CH:3]=1. (4) Given the reactants [Cl:1][C:2]1[C:3]([O:12][C:13]2[CH:18]=[C:17]([O:19][CH2:20][CH2:21][O:22][CH3:23])[CH:16]=[CH:15][C:14]=2/[CH:24]=[C:25](\[CH3:31])/[C:26]([O:28]CC)=[O:27])=[N:4][CH:5]=[C:6]([C:8]([F:11])([F:10])[F:9])[CH:7]=1.[OH-].[Na+].Cl, predict the reaction product. The product is: [Cl:1][C:2]1[C:3]([O:12][C:13]2[CH:18]=[C:17]([O:19][CH2:20][CH2:21][O:22][CH3:23])[CH:16]=[CH:15][C:14]=2/[CH:24]=[C:25](\[CH3:31])/[C:26]([OH:28])=[O:27])=[N:4][CH:5]=[C:6]([C:8]([F:9])([F:11])[F:10])[CH:7]=1.